This data is from Forward reaction prediction with 1.9M reactions from USPTO patents (1976-2016). The task is: Predict the product of the given reaction. (1) The product is: [C:35]([N:24]([CH2:23][C:13]1[C:12](=[O:33])[C:11]2[C:16](=[CH:17][C:8]([NH:7][CH:1]3[CH2:2][CH2:3][CH2:4][CH2:5][CH2:6]3)=[C:9]([F:34])[CH:10]=2)[N:15]([CH:18]([CH2:19][CH3:20])[CH2:21][CH3:22])[CH:14]=1)[CH2:25][CH2:26][CH2:27][C:28]([O:30][CH2:31][CH3:32])=[O:29])(=[O:37])[CH3:36]. Given the reactants [CH:1]1([NH:7][C:8]2[CH:17]=[C:16]3[C:11]([C:12](=[O:33])[C:13]([CH2:23][NH:24][CH2:25][CH2:26][CH2:27][C:28]([O:30][CH2:31][CH3:32])=[O:29])=[CH:14][N:15]3[CH:18]([CH2:21][CH3:22])[CH2:19][CH3:20])=[CH:10][C:9]=2[F:34])[CH2:6][CH2:5][CH2:4][CH2:3][CH2:2]1.[C:35](OC(=O)C)(=[O:37])[CH3:36], predict the reaction product. (2) Given the reactants [CH3:1][O:2][C:3]1[C:11]2[N:10]=[C:9]([CH2:12][CH2:13][CH2:14][N:15]([CH3:33])[CH2:16][CH2:17][C:18]3([OH:32])[CH2:23][CH:22]4[CH2:24][CH2:25][CH:19]3[CH:20]=[C:21]4[C:26]3[CH:31]=[CH:30][CH:29]=[CH:28][CH:27]=3)[NH:8][C:7]=2[CH:6]=[CH:5][CH:4]=1.[F:34][C:35]([F:41])([F:40])[CH2:36][C:37](Cl)=[O:38], predict the reaction product. The product is: [CH3:1][O:2][C:3]1[C:11]2[N:10]=[C:9]([CH2:12][CH2:13][CH2:14][N:15]([CH3:33])[CH2:16][CH2:17][C@:18]3([O:32][C:37](=[O:38])[CH2:36][C:35]([F:41])([F:40])[F:34])[CH2:23][C@H:22]4[CH2:24][CH2:25][C@@H:19]3[CH:20]=[C:21]4[C:26]3[CH:27]=[CH:28][CH:29]=[CH:30][CH:31]=3)[NH:8][C:7]=2[CH:6]=[CH:5][CH:4]=1. (3) The product is: [F:1][C:2]1[C:3]2[CH2:16][CH2:15][CH2:14][CH2:13][C:12](=[O:17])[C:4]=2[CH:5]=[C:6]2[C:10]=1[N:9]([CH3:11])[CH:8]=[CH:7]2. Given the reactants [F:1][C:2]1[C:3]2[CH:16]=[CH:15][CH2:14][CH2:13][C:12](=[O:17])[C:4]=2[CH:5]=[C:6]2[C:10]=1[N:9]([CH3:11])[CH:8]=[CH:7]2, predict the reaction product. (4) Given the reactants [F:11][C:10]([F:13])([F:12])[S:7](O[S:7]([C:10]([F:13])([F:12])[F:11])(=[O:9])=[O:8])(=[O:9])=[O:8].[CH3:16][C:17]1[N:21]([C:22]2[CH:27]=[CH:26][C:25]([C:28]([F:31])([F:30])[F:29])=[CH:24][N:23]=2)[N:20]=[CH:19][C:18]=1[C:32]([NH:34][C:35]1[CH:36]=[N:37][C:38]([CH:41]2[CH2:46][CH2:45][NH:44][CH2:43][CH2:42]2)=[CH:39][CH:40]=1)=[O:33].C(N(CC)CC)C.O, predict the reaction product. The product is: [CH3:16][C:17]1[N:21]([C:22]2[CH:27]=[CH:26][C:25]([C:28]([F:30])([F:29])[F:31])=[CH:24][N:23]=2)[N:20]=[CH:19][C:18]=1[C:32]([NH:34][C:35]1[CH:36]=[N:37][C:38]([CH:41]2[CH2:46][CH2:45][N:44]([S:7]([C:10]([F:11])([F:12])[F:13])(=[O:8])=[O:9])[CH2:43][CH2:42]2)=[CH:39][CH:40]=1)=[O:33].